Task: Regression/Classification. Given a drug SMILES string, predict its toxicity properties. Task type varies by dataset: regression for continuous values (e.g., LD50, hERG inhibition percentage) or binary classification for toxic/non-toxic outcomes (e.g., AMES mutagenicity, cardiotoxicity, hepatotoxicity). Dataset: ames.. Dataset: Ames mutagenicity test results for genotoxicity prediction (1) The drug is CC(C)NCC(O)c1ccc(O)c(O)c1. The result is 0 (non-mutagenic). (2) The compound is c1ccc(COCc2ccccc2)cc1. The result is 0 (non-mutagenic). (3) The molecule is COc1ccc2cc(CCC(C)=O)ccc2c1. The result is 0 (non-mutagenic). (4) The drug is C1CCCCC1. The result is 0 (non-mutagenic). (5) The compound is CC(Br)(CO)CBr. The result is 0 (non-mutagenic).